From a dataset of Reaction yield outcomes from USPTO patents with 853,638 reactions. Predict the reaction yield, written as a fraction of the theoretical maximum amount of product (1.0 means a 100% yield; for example, 0.34 means a 34% yield). (1) The reactants are C1(COC([NH:11][CH2:12][C:13]([N:15]2[CH2:20][CH2:19][CH2:18][CH2:17][C@@H:16]2[C:21]([O:23]C)=O)=[O:14])=O)C=CC=CC=1. The catalyst is CO. The product is [C:21]1(=[O:23])[NH:11][CH2:12][C:13](=[O:14])[N:15]2[CH2:20][CH2:19][CH2:18][CH2:17][C@H:16]12. The yield is 0.760. (2) The reactants are [N:1]1[CH:6]=[CH:5][CH:4]=[CH:3][C:2]=1[CH:7]=[CH:8][C:9]1[C:17]2[C:12](=[CH:13][C:14]([NH:18][C:19]3[CH:27]=[CH:26][CH:25]=[CH:24][C:20]=3[C:21]([OH:23])=O)=[CH:15][CH:16]=2)[NH:11][N:10]=1.[CH2:28]([NH2:35])[C:29]1[CH:34]=[CH:33][CH:32]=[CH:31][CH:30]=1.C(N(CC)CC)C.CN(C(ON1N=NC2C=CC=NC1=2)=[N+](C)C)C.F[P-](F)(F)(F)(F)F. The catalyst is CN(C=O)C. The product is [CH2:28]([NH:35][C:21](=[O:23])[C:20]1[CH:24]=[CH:25][CH:26]=[CH:27][C:19]=1[NH:18][C:14]1[CH:13]=[C:12]2[C:17]([C:9](/[CH:8]=[CH:7]/[C:2]3[CH:3]=[CH:4][CH:5]=[CH:6][N:1]=3)=[N:10][NH:11]2)=[CH:16][CH:15]=1)[C:29]1[CH:34]=[CH:33][CH:32]=[CH:31][CH:30]=1. The yield is 0.760. (3) The reactants are [CH:1]1([C:4]2[S:5][C:6]([C:24]3[CH:29]=[CH:28][C:27]([F:30])=[CH:26][CH:25]=3)=[C:7]([C:9]([N:11]3[CH2:15][CH2:14][CH2:13][C@H:12]3[CH2:16][NH:17]C(=O)C(F)(F)F)=[O:10])[N:8]=2)[CH2:3][CH2:2]1.[OH-].[Na+]. The catalyst is C(O)(C)C.CCOC(C)=O. The product is [NH2:17][CH2:16][C@@H:12]1[CH2:13][CH2:14][CH2:15][N:11]1[C:9]([C:7]1[N:8]=[C:4]([CH:1]2[CH2:3][CH2:2]2)[S:5][C:6]=1[C:24]1[CH:25]=[CH:26][C:27]([F:30])=[CH:28][CH:29]=1)=[O:10]. The yield is 1.00. (4) The reactants are [Br:1][C:2]1[CH:3]=[C:4]([C:8]2([NH2:11])[CH2:10][CH2:9]2)[CH:5]=[CH:6][CH:7]=1.[C:12](O[C:12]([O:14][C:15]([CH3:18])([CH3:17])[CH3:16])=[O:13])([O:14][C:15]([CH3:18])([CH3:17])[CH3:16])=[O:13].C(N(CC)CC)C. The catalyst is ClCCl. The product is [Br:1][C:2]1[CH:3]=[C:4]([C:8]2([NH:11][C:12](=[O:13])[O:14][C:15]([CH3:18])([CH3:17])[CH3:16])[CH2:9][CH2:10]2)[CH:5]=[CH:6][CH:7]=1. The yield is 1.00.